The task is: Predict the reactants needed to synthesize the given product.. This data is from Full USPTO retrosynthesis dataset with 1.9M reactions from patents (1976-2016). (1) Given the product [C:9]([O:1][CH2:2][C@@H:3]1[CH2:4][CH2:5][C:6](=[O:8])[NH:7]1)(=[O:16])[C:10]1[CH:15]=[CH:14][CH:13]=[CH:12][CH:11]=1, predict the reactants needed to synthesize it. The reactants are: [OH:1][CH2:2][C@H:3]1[NH:7][C:6](=[O:8])[CH2:5][CH2:4]1.[C:9](Cl)(=[O:16])[C:10]1[CH:15]=[CH:14][CH:13]=[CH:12][CH:11]=1.C(N(CC)CC)C. (2) Given the product [ClH:23].[Cl:23][C:24]1[S:25][C:26]([Cl:33])=[CH:27][C:28]=1[S:29]([N:18]1[C:19]2[C:15](=[C:14]([N:11]3[CH2:10][CH2:9][NH:8][CH2:13][CH2:12]3)[CH:22]=[CH:21][CH:20]=2)[CH:16]=[CH:17]1)(=[O:31])=[O:30], predict the reactants needed to synthesize it. The reactants are: C([N:8]1[CH2:13][CH2:12][N:11]([C:14]2[CH:22]=[CH:21][CH:20]=[C:19]3[C:15]=2[CH:16]=[CH:17][NH:18]3)[CH2:10][CH2:9]1)(OC(C)(C)C)=O.[Cl:23][C:24]1[S:25][C:26]([Cl:33])=[CH:27][C:28]=1[S:29](Cl)(=[O:31])=[O:30]. (3) Given the product [CH2:1]([N:3]([CH2:16][CH3:17])[C:4](=[O:15])[C:5]1[CH:10]=[CH:9][C:8]([NH:26][CH2:25][CH2:24][N:18]2[CH2:23][CH2:22][CH2:21][CH2:20][CH2:19]2)=[C:7]([N+:12]([O-:14])=[O:13])[CH:6]=1)[CH3:2], predict the reactants needed to synthesize it. The reactants are: [CH2:1]([N:3]([CH2:16][CH3:17])[C:4](=[O:15])[C:5]1[CH:10]=[CH:9][C:8](F)=[C:7]([N+:12]([O-:14])=[O:13])[CH:6]=1)[CH3:2].[N:18]1([CH2:24][CH2:25][NH2:26])[CH2:23][CH2:22][CH2:21][CH2:20][CH2:19]1.